Dataset: Full USPTO retrosynthesis dataset with 1.9M reactions from patents (1976-2016). Task: Predict the reactants needed to synthesize the given product. (1) Given the product [CH3:1][O:2][C:3](=[O:21])[C:4]1[CH:9]=[C:8]([CH3:10])[C:7]([CH2:11][CH2:12][C:13]([O:15][C:16]([CH3:17])([CH3:18])[CH3:19])=[O:14])=[C:6]([CH3:20])[CH:5]=1, predict the reactants needed to synthesize it. The reactants are: [CH3:1][O:2][C:3](=[O:21])[C:4]1[CH:9]=[C:8]([CH3:10])[C:7]([CH:11]=[CH:12][C:13]([O:15][C:16]([CH3:19])([CH3:18])[CH3:17])=[O:14])=[C:6]([CH3:20])[CH:5]=1. (2) The reactants are: [O:1]1[CH:5]=[CH:4][CH:3]=[C:2]1[C:6]1[O:7][C:8]([CH3:30])=[C:9]([CH2:11][O:12][C:13]2[CH:29]=[CH:28][C:16]([CH2:17][O:18][C:19]3[C:24]([CH2:25][C:26]#N)=[CH:23][CH:22]=[CH:21][N:20]=3)=[CH:15][CH:14]=2)[N:10]=1.COCCO.[OH-:36].[K+].Cl.[OH2:39]. Given the product [O:1]1[CH:5]=[CH:4][CH:3]=[C:2]1[C:6]1[O:7][C:8]([CH3:30])=[C:9]([CH2:11][O:12][C:13]2[CH:29]=[CH:28][C:16]([CH2:17][O:18][C:19]3[C:24]([CH2:25][C:26]([OH:39])=[O:36])=[CH:23][CH:22]=[CH:21][N:20]=3)=[CH:15][CH:14]=2)[N:10]=1, predict the reactants needed to synthesize it.